From a dataset of Reaction yield outcomes from USPTO patents with 853,638 reactions. Predict the reaction yield, written as a fraction of the theoretical maximum amount of product (1.0 means a 100% yield; for example, 0.34 means a 34% yield). (1) The reactants are [CH3:1][N:2]1[C:6]([NH2:7])=[CH:5][C:4]([CH3:8])=[N:3]1.C1N=CN([C:14](N2C=NC=C2)=[O:15])C=1.[NH2:21][C:22]1[CH:23]=[C:24]([CH:41]=[CH:42][C:43]=1[CH3:44])[O:25][C:26]1[CH:27]=[CH:28][C:29]2[N:30]([CH:32]=[C:33]([NH:35][C:36]([CH:38]3[CH2:40][CH2:39]3)=[O:37])[N:34]=2)[N:31]=1.O. The catalyst is CN(C)C=O. The product is [CH3:1][N:2]1[C:6]([NH:7][C:14]([NH:21][C:22]2[CH:23]=[C:24]([CH:41]=[CH:42][C:43]=2[CH3:44])[O:25][C:26]2[CH:27]=[CH:28][C:29]3[N:30]([CH:32]=[C:33]([NH:35][C:36]([CH:38]4[CH2:40][CH2:39]4)=[O:37])[N:34]=3)[N:31]=2)=[O:15])=[CH:5][C:4]([CH3:8])=[N:3]1. The yield is 0.200. (2) The reactants are [CH:1]([C:3]1[CH:12]=[C:11]2[C:6]([CH2:7][CH2:8][N:9]([C:13]3[CH:20]=[CH:19][C:16]([C:17]#[N:18])=[CH:15][CH:14]=3)[CH2:10]2)=[CH:5][C:4]=1[O:21][CH3:22])=[O:2].S(=O)(=O)(O)[OH:24].C([O-])([O-])=O.[K+].[K+]. No catalyst specified. The product is [CH:1]([C:3]1[C:4]([O:21][CH3:22])=[CH:5][CH:6]=[C:7]2[C:12]=1[CH2:11][CH2:10][N:9]([C:13]1[CH:14]=[CH:15][C:16]([C:17]([NH2:18])=[O:24])=[CH:19][CH:20]=1)[CH2:8]2)=[O:2]. The yield is 0.397. (3) The reactants are C(OC(=O)[NH:10][CH:11]1[C:25](=[O:26])[N:24]([CH3:27])[CH2:23][C:14]2[C:15]3[CH:16]=[N:17][NH:18][C:19]=3[C:20]([CH3:22])=[CH:21][C:13]=2[CH2:12]1)C1C=CC=CC=1.[H][H].C(Cl)(Cl)[Cl:32]. The catalyst is CO.[Pd]. The product is [ClH:32].[NH2:10][CH:11]1[C:25](=[O:26])[N:24]([CH3:27])[CH2:23][C:14]2[C:15]3[CH:16]=[N:17][NH:18][C:19]=3[C:20]([CH3:22])=[CH:21][C:13]=2[CH2:12]1. The yield is 1.00. (4) The reactants are [CH3:1][C:2]1[O:6][C:5]([C:7]2[CH:8]=[CH:9][C:10]3[O:14][CH:13]=[C:12]([C:15]4[CH:20]=[CH:19][C:18]([OH:21])=[CH:17][CH:16]=4)[C:11]=3[CH:22]=2)=[N:4][N:3]=1.[H-].[Na+].[CH3:25][S:26][CH2:27]Cl. The catalyst is CN(C)C=O.C(OCC)(=O)C. The product is [CH3:1][C:2]1[O:6][C:5]([C:7]2[CH:8]=[CH:9][C:10]3[O:14][CH:13]=[C:12]([C:15]4[CH:16]=[CH:17][C:18]([O:21][CH2:25][S:26][CH3:27])=[CH:19][CH:20]=4)[C:11]=3[CH:22]=2)=[N:4][N:3]=1. The yield is 0.870. (5) The reactants are [OH:1][CH:2]([C:4]1[CH:13]=[CH:12][C:7]([C:8]([O:10][CH3:11])=[O:9])=[CH:6][CH:5]=1)[CH3:3].[C:14]1(O)[CH:19]=[CH:18][CH:17]=[CH:16][CH:15]=1.C1(P(C2C=CC=CC=2)C2C=CC=CC=2)C=CC=CC=1.N(C(OC(C)C)=O)=NC(OC(C)C)=O. The catalyst is O1CCCC1.O. The product is [O:1]([CH:2]([C:4]1[CH:13]=[CH:12][C:7]([C:8]([O:10][CH3:11])=[O:9])=[CH:6][CH:5]=1)[CH3:3])[C:14]1[CH:19]=[CH:18][CH:17]=[CH:16][CH:15]=1. The yield is 0.540. (6) The reactants are C(OC([NH:8][C:9]1([C@@H:12]2[CH2:16][CH2:15][NH:14][CH2:13]2)[CH2:11][CH2:10]1)=O)(C)(C)C.C(N(CC)CC)C.CS(C)=O.[NH2:28][C:29]1[CH:38]=[C:37](F)[C:36]([O:40][CH3:41])=[C:35]2[C:30]=1[C:31](=[O:49])[C:32]([C:46]([OH:48])=[O:47])=[CH:33][N:34]2[C@@H:42]1[CH2:44][C@@H:43]1[F:45]. The catalyst is C(Cl)(Cl)Cl. The product is [NH2:28][C:29]1[CH:38]=[C:37]([N:14]2[CH2:15][CH2:16][C@@H:12]([C:9]3([NH2:8])[CH2:10][CH2:11]3)[CH2:13]2)[C:36]([O:40][CH3:41])=[C:35]2[C:30]=1[C:31](=[O:49])[C:32]([C:46]([OH:48])=[O:47])=[CH:33][N:34]2[C@@H:42]1[CH2:44][C@@H:43]1[F:45]. The yield is 0.0900. (7) The reactants are [Cl:1][C:2]1[CH:3]=[C:4]([N:20]2[C:25](=[O:26])[NH:24][C:23](=[O:27])[C:22](C(O)=O)=[N:21]2)[CH:5]=[C:6]([Cl:19])[C:7]=1[S:8][C:9]1[CH:14]=[C:13]([CH:15]([CH3:17])[CH3:16])[C:12](=[O:18])[NH:11][N:10]=1.C(O)(=O)CS.C(=O)(O)[O-].[Na+]. The catalyst is O.[OH-].[Na+]. The product is [Cl:1][C:2]1[CH:3]=[C:4]([N:20]2[C:25](=[O:26])[NH:24][C:23](=[O:27])[CH:22]=[N:21]2)[CH:5]=[C:6]([Cl:19])[C:7]=1[S:8][C:9]1[CH:14]=[C:13]([CH:15]([CH3:16])[CH3:17])[C:12](=[O:18])[NH:11][N:10]=1. The yield is 0.370. (8) The reactants are [CH:1]1([CH2:7][C@H:8]([N:12]2[CH2:16][C:15]([O:17][C:18]3[CH:23]=[CH:22][CH:21]=[C:20]([O:24][C:25]([F:28])([F:27])[F:26])[CH:19]=3)=[CH:14][C:13]2=[O:29])[C:9]([OH:11])=O)[CH2:6][CH2:5][CH2:4][CH2:3][CH2:2]1.Cl.[CH3:31]N(C)CCCN=C=NCC.C(N(CC)C(C)C)(C)C.ON1C2C=CC=CC=2N=N1.Cl.[OH:62][C@@H:63]([CH2:93]O)[CH2:64][N:65]1[CH:69]=[CH:68][C:67]([NH:70]C(=O)[C@@H](N2CC(OC3C=CC=C(Cl)C=3Cl)=CC2=O)CC(C)C)=[N:66]1. The catalyst is ClCCl.C(OCC)(=O)C. The product is [CH:1]1([CH2:7][C@H:8]([N:12]2[CH2:16][C:15]([O:17][C:18]3[CH:23]=[CH:22][CH:21]=[C:20]([O:24][C:25]([F:28])([F:26])[F:27])[CH:19]=3)=[CH:14][C:13]2=[O:29])[C:9]([NH:70][C:67]2[CH:68]=[CH:69][N:65]([CH2:64][C:63]([OH:62])([CH3:93])[CH3:31])[N:66]=2)=[O:11])[CH2:6][CH2:5][CH2:4][CH2:3][CH2:2]1. The yield is 0.210. (9) The catalyst is O1CCOCC1. The product is [ClH:31].[CH:1]([O:4][C:5]1[N:6]=[CH:7][C:8]2[C:16]3[C:11](=[CH:12][CH:13]=[C:14]([C@@H:17]4[O:22][CH2:21][CH2:20][NH:19][CH2:18]4)[CH:15]=3)[NH:10][C:9]=2[N:30]=1)([CH3:3])[CH3:2]. The reactants are [CH:1]([O:4][C:5]1[N:6]=[CH:7][C:8]2[C:16]3[C:11](=[CH:12][CH:13]=[C:14]([C@@H:17]4[O:22][CH2:21][CH2:20][N:19](C(OC(C)(C)C)=O)[CH2:18]4)[CH:15]=3)[NH:10][C:9]=2[N:30]=1)([CH3:3])[CH3:2].[ClH:31].CCOCC. The yield is 0.640. (10) The reactants are [OH:1][C:2]1[CH:7]=[CH:6][CH:5]=[CH:4][C:3]=1[CH:8]([OH:20])[CH2:9][CH2:10][CH2:11][CH2:12][CH2:13][CH2:14][CH2:15]CCCO.CN(C)C=O.[Cr](O[Cr]([O-])(=O)=O)([O-])(=O)=O.[NH+]1C=CC=CC=1.[NH+]1C=CC=CC=1.[C:47]([O:50]CC)(=[O:49])[CH3:48]. No catalyst specified. The product is [OH:1][C:2]1[CH:7]=[CH:6][CH:5]=[CH:4][C:3]=1[C:8](=[O:20])[CH2:9][CH2:10][CH2:11][CH2:12][CH2:13][CH2:14][CH2:15][CH2:48][C:47]([OH:50])=[O:49]. The yield is 0.100.